The task is: Predict the reactants needed to synthesize the given product.. This data is from Full USPTO retrosynthesis dataset with 1.9M reactions from patents (1976-2016). Given the product [CH2:1]([O:3][C:4]([N:6]1[CH2:11][CH2:10][N:9]([C:12](=[O:46])[C@@H:13]([NH:23][C:24]([C:26]2[CH:30]=[C:29]([O:31][CH2:32][C:33]([O:35][CH2:36][CH3:37])=[O:34])[N:28]([C:38]3[CH:43]=[CH:42][CH:41]=[C:40]([O:44][CH3:45])[CH:39]=3)[N:27]=2)=[O:25])[CH2:14][CH2:15][C:16]([OH:18])=[O:17])[CH2:8][CH2:7]1)=[O:5])[CH3:2], predict the reactants needed to synthesize it. The reactants are: [CH2:1]([O:3][C:4]([N:6]1[CH2:11][CH2:10][N:9]([C:12](=[O:46])[C@@H:13]([NH:23][C:24]([C:26]2[CH:30]=[C:29]([O:31][CH2:32][C:33]([O:35][CH2:36][CH3:37])=[O:34])[N:28]([C:38]3[CH:43]=[CH:42][CH:41]=[C:40]([O:44][CH3:45])[CH:39]=3)[N:27]=2)=[O:25])[CH2:14][CH2:15][C:16]([O:18]C(C)(C)C)=[O:17])[CH2:8][CH2:7]1)=[O:5])[CH3:2].C1(C)C=CC=CC=1.